Task: Predict the reaction yield, written as a fraction of the theoretical maximum amount of product (1.0 means a 100% yield; for example, 0.34 means a 34% yield).. Dataset: Reaction yield outcomes from USPTO patents with 853,638 reactions The reactants are [F:1][C:2]1[CH:7]=[CH:6][C:5]([C:8](=O)[CH3:9])=[CH:4][C:3]=1[O:11][CH2:12][C:13]([F:16])([F:15])[F:14].[CH3:17][C:18]([S@:21]([NH2:23])=[O:22])([CH3:20])[CH3:19]. No catalyst specified. The product is [F:1][C:2]1[CH:7]=[CH:6][C:5]([CH:8]([NH:23][S@@:21]([C:18]([CH3:20])([CH3:19])[CH3:17])=[O:22])[CH3:9])=[CH:4][C:3]=1[O:11][CH2:12][C:13]([F:16])([F:15])[F:14]. The yield is 0.830.